Task: Predict the product of the given reaction.. Dataset: Forward reaction prediction with 1.9M reactions from USPTO patents (1976-2016) (1) Given the reactants [CH3:1][C:2]1[C:7]([CH:8]([S:18]([C:21]2[CH:26]=[CH:25][CH:24]=[CH:23][CH:22]=2)(=[O:20])=[O:19])[C:9]2[C:14]([F:15])=[CH:13][CH:12]=[C:11]([F:16])[C:10]=2[F:17])=[CH:6][N:5]=[C:4]([C:27]([NH2:29])=[O:28])[CH:3]=1.C=O.[OH-].[Na+].[C:34](=O)([O-])[O-:35].[Na+].[Na+], predict the reaction product. The product is: [OH:35][CH2:34][NH:29][C:27]([C:4]1[CH:3]=[C:2]([CH3:1])[C:7]([CH:8]([S:18]([C:21]2[CH:26]=[CH:25][CH:24]=[CH:23][CH:22]=2)(=[O:19])=[O:20])[C:9]2[C:14]([F:15])=[CH:13][CH:12]=[C:11]([F:16])[C:10]=2[F:17])=[CH:6][N:5]=1)=[O:28]. (2) Given the reactants [O:1]=[C:2]([CH2:8][CH2:9][C:10]1[CH:15]=[CH:14][CH:13]=[CH:12][CH:11]=1)[C:3]([O:5][CH2:6][CH3:7])=[O:4].O=C[C@@H]([C@H]([C@@H]([C@@H](CO)O)O)O)O.P([O-])([O-])([O-])=O.C(=O)([O-])[O-].[Na+].[Na+].S([O-])([O-])(=O)=O.[Mg+2], predict the reaction product. The product is: [OH:1][CH:2]([CH2:8][CH2:9][C:10]1[CH:11]=[CH:12][CH:13]=[CH:14][CH:15]=1)[C:3]([O:5][CH2:6][CH3:7])=[O:4]. (3) Given the reactants [O:1]1[CH:5]=[C:4]([CH2:6][CH2:7][CH2:8][OH:9])[N:3]=[CH:2]1.CCN(CC)CC.[CH3:17][C:18]([Si:21](Cl)([CH3:23])[CH3:22])([CH3:20])[CH3:19], predict the reaction product. The product is: [Si:21]([O:9][CH2:8][CH2:7][CH2:6][C:4]1[N:3]=[CH:2][O:1][CH:5]=1)([C:18]([CH3:20])([CH3:19])[CH3:17])([CH3:23])[CH3:22]. (4) Given the reactants [Al+3].[Cl-].[Cl-].[Cl-].[CH2:5]([O:7][C:8]([N:10]1[CH2:16][C:15](=O)[C:14]2[CH:18]=[CH:19][S:20][C:13]=2[CH2:12][CH2:11]1)=[O:9])[CH3:6], predict the reaction product. The product is: [CH2:5]([O:7][C:8]([N:10]1[CH2:16][CH2:15][C:14]2[CH:18]=[CH:19][S:20][C:13]=2[CH2:12][CH2:11]1)=[O:9])[CH3:6]. (5) Given the reactants [CH3:1][O:2][C:3]([C:5]1[N:6]([S:13]([CH3:16])(=[O:15])=[O:14])[CH:7]=[C:8]([C:10]([OH:12])=O)[CH:9]=1)=[O:4].C(Cl)(=O)C(Cl)=O.[F:23][C:24]1[C:29]([F:30])=[CH:28][CH:27]=[CH:26][C:25]=1[NH2:31].C(N(CC)CC)C.Cl, predict the reaction product. The product is: [CH3:1][O:2][C:3]([C:5]1[N:6]([S:13]([CH3:16])(=[O:15])=[O:14])[CH:7]=[C:8]([C:10](=[O:12])[NH:31][C:25]2[CH:26]=[CH:27][CH:28]=[C:29]([F:30])[C:24]=2[F:23])[CH:9]=1)=[O:4]. (6) Given the reactants [F:1][C:2]1[CH:7]=[C:6]([F:8])[C:5]([F:9])=[CH:4][C:3]=1[CH:10]1[CH2:19][CH2:18][C:13]2(OCC[O:14]2)[CH2:12][CH2:11]1.O1CCOCC1.S(=O)(=O)(O)O, predict the reaction product. The product is: [F:1][C:2]1[CH:7]=[C:6]([F:8])[C:5]([F:9])=[CH:4][C:3]=1[CH:10]1[CH2:11][CH2:12][C:13](=[O:14])[CH2:18][CH2:19]1. (7) Given the reactants [NH2:1][CH:2]([C:9]1[CH:14]=[C:13]([Cl:15])[CH:12]=[C:11]([Cl:16])[CH:10]=1)[CH2:3][C:4]([O:6][CH2:7][CH3:8])=[O:5].[CH2:17]([O:24][CH2:25][CH:26]([NH:30][C:31]([O:33][CH2:34][CH2:35][NH:36][C:37]1[CH:42]=[CH:41][CH:40]=[C:39]([CH3:43])[N:38]=1)=[O:32])[C:27](O)=[O:28])[C:18]1[CH:23]=[CH:22][CH:21]=[CH:20][CH:19]=1, predict the reaction product. The product is: [CH2:17]([O:24][CH2:25][CH:26]([NH:30][C:31]([O:33][CH2:34][CH2:35][NH:36][C:37]1[CH:42]=[CH:41][CH:40]=[C:39]([CH3:43])[N:38]=1)=[O:32])[C:27]([NH:1][CH:2]([C:9]1[CH:10]=[C:11]([Cl:16])[CH:12]=[C:13]([Cl:15])[CH:14]=1)[CH2:3][C:4]([O:6][CH2:7][CH3:8])=[O:5])=[O:28])[C:18]1[CH:19]=[CH:20][CH:21]=[CH:22][CH:23]=1.